This data is from Reaction yield outcomes from USPTO patents with 853,638 reactions. The task is: Predict the reaction yield, written as a fraction of the theoretical maximum amount of product (1.0 means a 100% yield; for example, 0.34 means a 34% yield). (1) The reactants are [I-:1].[Cs+].II.N(OCCCCC)=O.[C:13]([O:17][C:18]([N:20]1[CH2:25][CH2:24][C:23]2[N:26](C)[C:27]([C:29]3[CH:34]=[CH:33][N:32]=[C:31](N)[N:30]=3)=[CH:28][C:22]=2[C:21]1=[O:37])=[O:19])([CH3:16])([CH3:15])[CH3:14]. The catalyst is COCCOC.[Cu](I)I.C(Cl)Cl. The product is [C:13]([O:17][C:18]([N:20]1[CH2:25][CH2:24][C:23]2[NH:26][C:27]([C:29]3[CH:34]=[CH:33][N:32]=[C:31]([I:1])[N:30]=3)=[CH:28][C:22]=2[C:21]1=[O:37])=[O:19])([CH3:16])([CH3:15])[CH3:14]. The yield is 0.160. (2) The yield is 0.417. No catalyst specified. The product is [NH2:11][CH2:14][C:15]1[C:16](=[O:40])[N:17]([CH2:30][CH2:31][CH2:32][C:33]2[CH:38]=[CH:37][C:36]([F:39])=[CH:35][CH:34]=2)[N:18]=[C:19]([C:21]2[CH:26]=[CH:25][C:24]([O:27][CH3:28])=[C:23]([F:29])[CH:22]=2)[CH:20]=1. The reactants are C(OC(N1CC[N:11]([CH2:14][C:15]2[C:16](=[O:40])[N:17]([CH2:30][CH2:31][CH2:32][C:33]3[CH:38]=[CH:37][C:36]([F:39])=[CH:35][CH:34]=3)[N:18]=[C:19]([C:21]3[CH:26]=[CH:25][C:24]([O:27][CH3:28])=[C:23]([F:29])[CH:22]=3)[CH:20]=2)CC1)=O)(C)(C)C.FC1C=C(C2C=C(COS(C)(=O)=O)C(=O)N(CCCC3C=CC(F)=CC=3)N=2)C=CC=1OC. (3) The catalyst is C1COCC1. The yield is 0.400. The product is [OH:26][C:23]1[CH:22]=[CH:21][C:20]([C@@H:18]2[CH2:19][C@H:17]2[NH:16][C:9](=[O:10])[O:11][C:12]([CH3:13])([CH3:14])[CH3:15])=[CH:25][CH:24]=1. The reactants are [CH3:13][C:12]([O:11][C:9](O[C:9]([O:11][C:12]([CH3:15])([CH3:14])[CH3:13])=[O:10])=[O:10])([CH3:15])[CH3:14].[NH2:16][C@@H:17]1[CH2:19][C@H:18]1[C:20]1[CH:25]=[CH:24][C:23]([OH:26])=[CH:22][CH:21]=1.CCN(CC)CC. (4) The reactants are Cl[C:2]1[N:9]=[CH:8][CH:7]=[CH:6][C:3]=1[C:4]#[N:5].[F:10][C:11]1[C:16]([F:17])=[CH:15][CH:14]=[CH:13][C:12]=1B(O)O. No catalyst specified. The product is [F:10][C:11]1[C:16]([F:17])=[CH:15][CH:14]=[CH:13][C:12]=1[C:2]1[N:9]=[CH:8][CH:7]=[CH:6][C:3]=1[C:4]#[N:5]. The yield is 0.910. (5) The reactants are [CH3:1][C:2]1[CH:11]=[CH:10][C:9]2[C:4](=[CH:5][CH:6]=[C:7]([OH:12])[CH:8]=2)[N:3]=1.[C:13]([C@@H:17]1[CH2:22][CH2:21][C@H:20](O)[CH2:19][CH2:18]1)([CH3:16])([CH3:15])[CH3:14].C1(P(C2C=CC=CC=2)C2C=CC=CC=2)C=CC=CC=1.O1CCCC1.N(C(OC(C)C)=O)=NC(OC(C)C)=O. No catalyst specified. The product is [C:13]([C@H:17]1[CH2:22][CH2:21][C@H:20]([O:12][C:7]2[CH:8]=[C:9]3[C:4](=[CH:5][CH:6]=2)[N:3]=[C:2]([CH3:1])[CH:11]=[CH:10]3)[CH2:19][CH2:18]1)([CH3:16])([CH3:15])[CH3:14]. The yield is 0.560. (6) The reactants are C1(P(C2C=CC=CC=2)C2C=CC=CC=2)C=CC=CC=1.BrN1C(=O)CCC1=O.[Cl:28][C:29]1[CH:30]=[C:31]([C@@H:39]([CH2:43][CH:44]2[CH2:48][CH2:47][CH2:46][CH2:45]2)[C:40]([OH:42])=O)[CH:32]=[CH:33][C:34]=1[S:35]([CH3:38])(=[O:37])=[O:36].[NH2:49][C:50]1[S:51][CH:52]=[C:53]([CH3:55])[N:54]=1.N1C=CC=CC=1. The catalyst is C(Cl)Cl.O. The product is [Cl:28][C:29]1[CH:30]=[C:31]([C@@H:39]([CH2:43][CH:44]2[CH2:48][CH2:47][CH2:46][CH2:45]2)[C:40]([NH:49][C:50]2[S:51][CH:52]=[C:53]([CH3:55])[N:54]=2)=[O:42])[CH:32]=[CH:33][C:34]=1[S:35]([CH3:38])(=[O:36])=[O:37]. The yield is 0.460.